From a dataset of Full USPTO retrosynthesis dataset with 1.9M reactions from patents (1976-2016). Predict the reactants needed to synthesize the given product. (1) Given the product [Br:38][CH2:1][CH2:2][CH2:3]/[CH:4]=[CH:5]\[CH2:6][CH2:7][CH2:8][CH2:9][CH3:10], predict the reactants needed to synthesize it. The reactants are: [CH2:1](O)[CH2:2][CH2:3]/[CH:4]=[CH:5]\[CH2:6][CH2:7][CH2:8][CH2:9][CH3:10].C1(P(C2C=CC=CC=2)C2C=CC=CC=2)C=CC=CC=1.C1C(=O)N([Br:38])C(=O)C1. (2) Given the product [Cl:1][C:2]1[CH:25]=[CH:24][C:5]([CH2:6][C:7]2[N:8]=[C:9]([C:18]3[CH:19]=[CH:20][N:21]=[CH:22][CH:23]=3)[S:10][C:11]=2[C:12](=[O:13])[CH3:28])=[CH:4][CH:3]=1, predict the reactants needed to synthesize it. The reactants are: [Cl:1][C:2]1[CH:25]=[CH:24][C:5]([CH2:6][C:7]2[N:8]=[C:9]([C:18]3[CH:23]=[CH:22][N:21]=[CH:20][CH:19]=3)[S:10][C:11]=2[C:12](N(OC)C)=[O:13])=[CH:4][CH:3]=1.[Li]C.[CH3:28]COCC.